This data is from Forward reaction prediction with 1.9M reactions from USPTO patents (1976-2016). The task is: Predict the product of the given reaction. (1) Given the reactants [C:1]([Si:5]([CH3:40])([CH3:39])[O:6][CH:7]([CH2:32][CH2:33][CH2:34][CH2:35][CH2:36][CH2:37][CH3:38])[CH2:8][CH2:9][C@H:10]1[C@H:14]([O:15][CH:16]2[CH2:21][CH2:20][CH2:19][CH2:18][O:17]2)[CH2:13][C@H:12]([OH:22])[C@@H:11]1[CH2:23]/[CH:24]=[CH:25]\[CH2:26][CH2:27][CH2:28][C:29](O)=[O:30])([CH3:4])([CH3:3])[CH3:2].C1C=C(SSC2N=CC=CC=2)N=CC=1.C1(P(C2C=CC=CC=2)C2C=CC=CC=2)C=CC=CC=1, predict the reaction product. The product is: [Si:5]([O:6][CH:7]([CH2:32][CH2:33][CH2:34][CH2:35][CH2:36][CH2:37][CH3:38])[CH2:8][CH2:9][C@@H:10]1[C@@H:11]2[C@@H:12]([O:22][C:29](=[O:30])[CH2:28][CH2:27][CH2:26][CH:25]=[CH:24][CH2:23]2)[CH2:13][C@H:14]1[O:15][CH:16]1[CH2:21][CH2:20][CH2:19][CH2:18][O:17]1)([C:1]([CH3:4])([CH3:2])[CH3:3])([CH3:40])[CH3:39]. (2) Given the reactants [CH:1]1([NH:4][CH2:5][C@H:6]2[C@@H:10]([F:11])[CH2:9][NH:8][CH2:7]2)[CH2:3][CH2:2]1.[ClH:12].CO.C(OCC)(=O)C, predict the reaction product. The product is: [ClH:12].[ClH:12].[CH:1]1([NH:4][CH2:5][C@H:6]2[C@@H:10]([F:11])[CH2:9][NH:8][CH2:7]2)[CH2:3][CH2:2]1.